From a dataset of CYP2C9 inhibition data for predicting drug metabolism from PubChem BioAssay. Regression/Classification. Given a drug SMILES string, predict its absorption, distribution, metabolism, or excretion properties. Task type varies by dataset: regression for continuous measurements (e.g., permeability, clearance, half-life) or binary classification for categorical outcomes (e.g., BBB penetration, CYP inhibition). Dataset: cyp2c9_veith. (1) The drug is O/N=C/c1cc(Br)ccc1OCc1cccc(F)c1. The result is 1 (inhibitor). (2) The molecule is Nc1ccc2oc(CCc3ccccc3)nc2c1. The result is 1 (inhibitor). (3) The drug is COc1ccccc1-c1cncnc1-n1ccnc1. The result is 0 (non-inhibitor). (4) The compound is N#C/C(=C\Nc1ccccn1)C(=O)c1ccco1. The result is 1 (inhibitor). (5) The drug is COc1ccc(CSc2nnnn2C)cc1[N+](=O)[O-]. The result is 0 (non-inhibitor). (6) The molecule is COc1ccc2[nH]cc(CCNc3cc(-c4ccoc4)ncn3)c2c1. The result is 0 (non-inhibitor).